From a dataset of Forward reaction prediction with 1.9M reactions from USPTO patents (1976-2016). Predict the product of the given reaction. (1) Given the reactants N[C:2]1[N:7]=[C:6]([S:8][CH2:9][C:10]2[CH:11]=[C:12]([C:16]([NH:18][CH3:19])=[O:17])[CH:13]=[CH:14][CH:15]=2)[C:5]([C:20]#[N:21])=[C:4]([C:22]2[CH:27]=[CH:26][CH:25]=[CH:24][CH:23]=2)[C:3]=1[C:28]#[N:29].[ClH:30].N([O-])=O.[Na+].[OH-].[Na+], predict the reaction product. The product is: [Cl:30][C:2]1[N:7]=[C:6]([S:8][CH2:9][C:10]2[CH:11]=[C:12]([C:16]([NH:18][CH3:19])=[O:17])[CH:13]=[CH:14][CH:15]=2)[C:5]([C:20]#[N:21])=[C:4]([C:22]2[CH:23]=[CH:24][CH:25]=[CH:26][CH:27]=2)[C:3]=1[C:28]#[N:29]. (2) Given the reactants [F:1][C:2]1([F:29])[CH2:7][CH2:6][N:5]([C:8]([C:10]2[NH:28][C:13]3=[N:14][CH:15]=[C:16]([O:18][CH2:19][CH2:20][CH2:21][N:22]4[CH2:26][CH2:25][CH2:24][C@@H:23]4[CH3:27])[CH:17]=[C:12]3[CH:11]=2)=[O:9])[CH2:4][CH2:3]1.[H-].[Na+].[CH3:32][S:33](Cl)(=[O:35])=[O:34], predict the reaction product. The product is: [F:29][C:2]1([F:1])[CH2:7][CH2:6][N:5]([C:8]([C:10]2[N:28]([S:33]([CH3:32])(=[O:35])=[O:34])[C:13]3=[N:14][CH:15]=[C:16]([O:18][CH2:19][CH2:20][CH2:21][N:22]4[CH2:26][CH2:25][CH2:24][C@@H:23]4[CH3:27])[CH:17]=[C:12]3[CH:11]=2)=[O:9])[CH2:4][CH2:3]1. (3) Given the reactants [F:1][C:2]1[CH:3]=[C:4]([C@H:14]([NH:16][C:17](=[O:34])[CH:18]=[CH:19][C:20]2[CH:25]=[CH:24][C:23]([C:26]([F:29])([F:28])[F:27])=[CH:22][C:21]=2[NH:30][CH2:31][CH2:32][CH3:33])[CH3:15])[CH:5]=[C:6]([F:13])[C:7]=1[NH:8][S:9]([CH3:12])(=[O:11])=[O:10], predict the reaction product. The product is: [F:1][C:2]1[CH:3]=[C:4]([C@H:14]([NH:16][C:17](=[O:34])[CH2:18][CH2:19][C:20]2[CH:25]=[CH:24][C:23]([C:26]([F:27])([F:28])[F:29])=[CH:22][C:21]=2[NH:30][CH2:31][CH2:32][CH3:33])[CH3:15])[CH:5]=[C:6]([F:13])[C:7]=1[NH:8][S:9]([CH3:12])(=[O:11])=[O:10]. (4) Given the reactants Cl[C:2]1[CH:3]=[CH:4][C:5]2[S:9][C:8]([C@H:10]3[CH2:13][C@H:12]([N:14]4[CH2:18][CH2:17][CH2:16][CH:15]4[CH3:19])[CH2:11]3)=[N:7][C:6]=2[CH:20]=1.[F-].[K+].[CH3:23][C:24]1[C:29](B2OC(C)(C)C(C)(C)O2)=[CH:28][CH:27]=[C:26]([CH3:39])[N:25]=1.C(P(C(C)(C)C)C(C)(C)C)(C)(C)C.[OH-].[NH4+], predict the reaction product. The product is: [CH3:23][C:24]1[C:29]([C:2]2[CH:3]=[CH:4][C:5]3[S:9][C:8]([C@H:10]4[CH2:13][C@H:12]([N:14]5[CH2:18][CH2:17][CH2:16][CH:15]5[CH3:19])[CH2:11]4)=[N:7][C:6]=3[CH:20]=2)=[CH:28][CH:27]=[C:26]([CH3:39])[N:25]=1. (5) Given the reactants [N:1]([CH:4]1[N:10]=[C:9]([C:11]2[CH:16]=[CH:15][CH:14]=[CH:13][CH:12]=2)[C:8]2[CH:17]=[C:18]([F:21])[CH:19]=[CH:20][C:7]=2[N:6]([CH3:22])[C:5]1=[O:23])=[N+]=[N-].C1C=CC(P(C2C=CC=CC=2)C2C=CC=CC=2)=CC=1, predict the reaction product. The product is: [NH2:1][CH:4]1[N:10]=[C:9]([C:11]2[CH:12]=[CH:13][CH:14]=[CH:15][CH:16]=2)[C:8]2[CH:17]=[C:18]([F:21])[CH:19]=[CH:20][C:7]=2[N:6]([CH3:22])[C:5]1=[O:23].